Dataset: Forward reaction prediction with 1.9M reactions from USPTO patents (1976-2016). Task: Predict the product of the given reaction. (1) Given the reactants Cl.Cl.[NH2:3][C@@H:4]([CH2:9][C:10]1[N:11]=[CH:12][N:13]([CH3:15])[CH:14]=1)[C:5]([O:7][CH3:8])=[O:6].C([O-])(=O)C.[Na+].O=[CH:22][CH2:23][NH:24][C:25](=[O:31])[O:26][C:27]([CH3:30])([CH3:29])[CH3:28].C([BH3-])#N.[Na+].Cl.C(=O)(O)[O-].[Na+], predict the reaction product. The product is: [C:27]([O:26][C:25]([NH:24][CH2:23][CH2:22][NH:3][C@@H:4]([CH2:9][C:10]1[N:11]=[CH:12][N:13]([CH3:15])[CH:14]=1)[C:5]([O:7][CH3:8])=[O:6])=[O:31])([CH3:30])([CH3:29])[CH3:28]. (2) Given the reactants [CH2:1]([O:3][C:4](=[O:36])[CH2:5][N:6]1[CH2:11][CH2:10][N:9]([C:12](=[O:35])[C:13]2[CH:18]=[CH:17][CH:16]=[C:15]([C@@H:19]([N:27]3[CH2:32][C@@H:31]([CH3:33])[NH:30][CH2:29][C@@H:28]3[CH3:34])[C:20]3[CH:25]=[CH:24][CH:23]=[C:22]([OH:26])[CH:21]=3)[CH:14]=2)[CH2:8][CH2:7]1)[CH3:2].[CH:37]1([CH:40]=O)[CH2:39][CH2:38]1, predict the reaction product. The product is: [CH2:1]([O:3][C:4](=[O:36])[CH2:5][N:6]1[CH2:11][CH2:10][N:9]([C:12](=[O:35])[C:13]2[CH:18]=[CH:17][CH:16]=[C:15]([C@@H:19]([N:27]3[CH2:32][C@@H:31]([CH3:33])[N:30]([CH2:40][CH:37]4[CH2:39][CH2:38]4)[CH2:29][C@@H:28]3[CH3:34])[C:20]3[CH:25]=[CH:24][CH:23]=[C:22]([OH:26])[CH:21]=3)[CH:14]=2)[CH2:8][CH2:7]1)[CH3:2]. (3) Given the reactants [F:1][C:2]([F:13])([F:12])[C:3]1[CH:8]=[CH:7][C:6](B(O)O)=[CH:5][CH:4]=1.Br[C:15]1[CH:20]=[CH:19][C:18]([O:21][CH2:22][CH:23]2[CH2:28][CH2:27][N:26]([C:29]([O:31][CH:32]([CH3:34])[CH3:33])=[O:30])[CH2:25][CH2:24]2)=[CH:17][CH:16]=1, predict the reaction product. The product is: [F:1][C:2]([F:13])([F:12])[C:3]1[CH:8]=[CH:7][C:6]([C:15]2[CH:16]=[CH:17][C:18]([O:21][CH2:22][CH:23]3[CH2:24][CH2:25][N:26]([C:29]([O:31][CH:32]([CH3:34])[CH3:33])=[O:30])[CH2:27][CH2:28]3)=[CH:19][CH:20]=2)=[CH:5][CH:4]=1. (4) Given the reactants [CH3:1][O:2][C:3]1[C:8]([C:9]2[CH:14]=[CH:13][N:12]=[CH:11][C:10]=2[NH:15][CH2:16][C:17]([F:20])([F:19])[F:18])=[CH:7][CH:6]=[CH:5][N:4]=1.[F:21][C:22]([F:37])([F:36])[C:23]1[CH:24]=[C:25]([CH:29]=[C:30]([C:32]([F:35])([F:34])[F:33])[N:31]=1)[C:26](O)=[O:27], predict the reaction product. The product is: [CH3:1][O:2][C:3]1[C:8]([C:9]2[CH:14]=[CH:13][N:12]=[CH:11][C:10]=2[N:15]([CH2:16][C:17]([F:18])([F:20])[F:19])[C:26](=[O:27])[C:25]2[CH:29]=[C:30]([C:32]([F:33])([F:34])[F:35])[N:31]=[C:23]([C:22]([F:37])([F:21])[F:36])[CH:24]=2)=[CH:7][CH:6]=[CH:5][N:4]=1. (5) Given the reactants [Cl:1][C:2]1[CH:9]=[CH:8][CH:7]=[CH:6][C:3]=1[CH:4]=O.[O:10]1[C:16]2[CH:17]=[CH:18][C:19]([S:21]([NH2:24])(=[O:23])=[O:22])=[CH:20][C:15]=2[O:14][CH2:13][CH2:12][CH2:11]1.O.[O-2].[O-2].[O-2].O=[Si]=O.O=[Si]=O.O=[Si]=O.O=[Si]=O.[Al+3].[Al+3], predict the reaction product. The product is: [Cl:1][C:2]1[CH:9]=[CH:8][CH:7]=[CH:6][C:3]=1[CH:4]=[N:24][S:21]([C:19]1[CH:18]=[CH:17][C:16]2[O:10][CH2:11][CH2:12][CH2:13][O:14][C:15]=2[CH:20]=1)(=[O:22])=[O:23]. (6) Given the reactants [CH3:1][O:2][C:3]1[CH:8]=[CH:7][CH:6]=[C:5]([N+:9]([O-])=O)[C:4]=1[NH:12][C:13](=[O:17])[O:14][CH2:15][CH3:16].Cl[Sn]Cl, predict the reaction product. The product is: [NH2:9][C:5]1[CH:6]=[CH:7][CH:8]=[C:3]([O:2][CH3:1])[C:4]=1[NH:12][C:13](=[O:17])[O:14][CH2:15][CH3:16]. (7) Given the reactants [N:1]1[CH:6]=[CH:5][CH:4]=[CH:3][C:2]=1[C:7]([O:9]CC)=O.[CH2:12]([Mg]Cl)[C:13]1[CH:18]=[CH:17][CH:16]=[CH:15][CH:14]=1.[Cl-].[NH4+], predict the reaction product. The product is: [C:13]1([CH2:12][C:7]([C:2]2[CH:3]=[CH:4][CH:5]=[CH:6][N:1]=2)=[O:9])[CH:18]=[CH:17][CH:16]=[CH:15][CH:14]=1. (8) Given the reactants Cl.Cl.[CH3:3][O:4][C:5]1[C:10]([CH3:11])=[CH:9][N:8]=[C:7]([CH2:12][NH2:13])[C:6]=1[CH3:14].CC([O-])(C)C.[K+].C(N(C(C)C)C(C)C)C.[NH2:30][C:31]1[N:36]=[C:35](Cl)[C:34]([CH2:38][C:39]([O:41][CH2:42][CH3:43])=[O:40])=[C:33]([Cl:44])[N:32]=1, predict the reaction product. The product is: [NH2:30][C:31]1[N:32]=[C:33]([Cl:44])[C:34]([CH2:38][C:39]([O:41][CH2:42][CH3:43])=[O:40])=[C:35]([NH:13][CH2:12][C:7]2[C:6]([CH3:14])=[C:5]([O:4][CH3:3])[C:10]([CH3:11])=[CH:9][N:8]=2)[N:36]=1. (9) The product is: [Cl:21][C:22]1[C:27]([Cl:28])=[CH:26][CH:25]=[CH:24][C:23]=1[N:29]1[CH2:34][CH2:33][N:32]([CH2:5][CH2:4][CH2:3][C:2]([CH3:7])([CH3:1])[O:8][C:9]2[N:10]=[C:11]3[C:16]([CH2:15][CH2:14][C:13](=[O:19])[NH:12]3)=[CH:17][CH:18]=2)[CH2:31][CH2:30]1. Given the reactants [CH3:1][C:2]([O:8][C:9]1[CH:18]=[CH:17][C:16]2[CH2:15][CH2:14][C:13](=[O:19])[NH:12][C:11]=2[N:10]=1)([CH3:7])[CH2:3][CH2:4][CH:5]=O.Cl.[Cl:21][C:22]1[C:27]([Cl:28])=[CH:26][CH:25]=[CH:24][C:23]=1[N:29]1[CH2:34][CH2:33][NH:32][CH2:31][CH2:30]1.CCN(CC)CC.[BH-](OC(C)=O)(OC(C)=O)OC(C)=O.[Na+], predict the reaction product.